From a dataset of Reaction yield outcomes from USPTO patents with 853,638 reactions. Predict the reaction yield, written as a fraction of the theoretical maximum amount of product (1.0 means a 100% yield; for example, 0.34 means a 34% yield). (1) The reactants are [CH3:1][C@H:2]1[NH:7][CH2:6][CH2:5][N:4]([C:8]2[CH:13]=[CH:12][CH:11]=[CH:10][N:9]=2)[CH2:3]1.Cl[CH2:15][C:16]1[NH:20][C:19]2[CH:21]=[CH:22][CH:23]=[CH:24][C:18]=2[N:17]=1.C(=O)([O-])[O-].[Cs+].[Cs+]. The catalyst is CN(C)C=O. The product is [CH3:1][C@@H:2]1[CH2:3][N:4]([C:8]2[CH:13]=[CH:12][CH:11]=[CH:10][N:9]=2)[CH2:5][CH2:6][N:7]1[CH2:15][C:16]1[NH:20][C:19]2[CH:21]=[CH:22][CH:23]=[CH:24][C:18]=2[N:17]=1. The yield is 0.390. (2) The reactants are [C:1]([O:5][C:6]([NH:8][C:9]1[CH:10]=[C:11]([C:15]([OH:17])=O)[CH:12]=[N:13][CH:14]=1)=[O:7])([CH3:4])([CH3:3])[CH3:2].[NH2:18][C@@:19]1([C:24]([O:26][CH2:27][CH2:28][CH2:29][CH3:30])=[O:25])[CH2:23][CH2:22][O:21][CH2:20]1. The catalyst is O1CCCC1. The product is [C:1]([O:5][C:6]([NH:8][C:9]1[CH:10]=[C:11]([C:15]([NH:18][C@@:19]2([C:24]([O:26][CH2:27][CH2:28][CH2:29][CH3:30])=[O:25])[CH2:23][CH2:22][O:21][CH2:20]2)=[O:17])[CH:12]=[N:13][CH:14]=1)=[O:7])([CH3:2])([CH3:3])[CH3:4]. The yield is 0.310. (3) The reactants are [CH:1]([C:3]1[CH:4]=[CH:5][C:6]([N:11]2[CH:15]=[N:14][C:13]([N+:16]([O-:18])=[O:17])=[N:12]2)=[C:7]([CH:10]=1)[C:8]#[N:9])=O.[C:19]([O-])([O-])=O.[K+].[K+]. The catalyst is O1CCOCC1.[Br-].C[P+](C1C=CC=CC=1)(C1C=CC=CC=1)C1C=CC=CC=1. The product is [N+:16]([C:13]1[N:14]=[CH:15][N:11]([C:6]2[CH:5]=[CH:4][C:3]([CH:1]=[CH2:19])=[CH:10][C:7]=2[C:8]#[N:9])[N:12]=1)([O-:18])=[O:17]. The yield is 0.700.